From a dataset of Full USPTO retrosynthesis dataset with 1.9M reactions from patents (1976-2016). Predict the reactants needed to synthesize the given product. (1) Given the product [Cl:1][C:2]1[CH:3]=[CH:4][C:5]([N:15]2[CH:19]=[C:18]([C:20]([F:21])([F:23])[F:22])[N:17]=[N:16]2)=[C:6]([C:8]2[N:13]=[CH:12][N:11]([C@@H:60]3[C:77]4[CH:78]=[C:73]([CH:74]=[CH:75][CH:76]=4)[C:72]4[N:71]=[C:70]([CH3:79])[CH:69]=[CH:68][C:67]=4[NH:66][C:65](=[O:80])[C@H:64]([CH3:81])[CH2:63][CH2:62][CH2:61]3)[C:10](=[O:14])[CH:9]=2)[CH:7]=1, predict the reactants needed to synthesize it. The reactants are: [Cl:1][C:2]1[CH:3]=[CH:4][C:5]([N:15]2[CH:19]=[C:18]([C:20]([F:23])([F:22])[F:21])[N:17]=[N:16]2)=[C:6]([C:8]2[N:13]=[CH:12][N:11]=[C:10]([OH:14])[CH:9]=2)[CH:7]=1.CN(C(ON1N=NC2C=CC=NC1=2)=[N+](C)C)C.F[P-](F)(F)(F)(F)F.C1CCN2C(=NCCC2)CC1.N[C@@H:60]1[C:77]2[CH:78]=[C:73]([CH:74]=[CH:75][CH:76]=2)[C:72]2[N:71]=[C:70]([CH3:79])[CH:69]=[CH:68][C:67]=2[NH:66][C:65](=[O:80])[C@H:64]([CH3:81])[CH2:63][CH2:62][CH2:61]1. (2) Given the product [Cl:1][C:2]1[CH:3]=[CH:4][C:5]([CH2:8][N:9]2[CH2:15][CH2:14][C:13]3[S:38][C:37]([NH:36][C:33]4[N:32]=[CH:31][C:30]([F:29])=[CH:35][N:34]=4)=[N:39][C:12]=3[C:11]3[CH:17]=[N:18][N:19]([CH2:20][C:21]4[CH:22]=[CH:23][C:24]([O:27][CH3:28])=[CH:25][CH:26]=4)[C:10]2=3)=[N:6][CH:7]=1, predict the reactants needed to synthesize it. The reactants are: [Cl:1][C:2]1[CH:3]=[CH:4][C:5]([CH2:8][N:9]2[CH2:15][CH2:14][CH2:13][C:12](=O)[C:11]3[CH:17]=[N:18][N:19]([CH2:20][C:21]4[CH:26]=[CH:25][C:24]([O:27][CH3:28])=[CH:23][CH:22]=4)[C:10]2=3)=[N:6][CH:7]=1.[F:29][C:30]1[CH:31]=[N:32][C:33]([NH:36][C:37]([NH2:39])=[S:38])=[N:34][CH:35]=1.II. (3) The reactants are: [N-:1]=[N+:2]=[N-:3].[Na+].[Cl:5][C:6]1[CH:15]=[CH:14][C:9]([O:10][CH2:11][C:12]#[N:13])=[C:8]([S:16][C:17]2[CH:22]=[CH:21][C:20]([S:23]([CH3:26])(=[O:25])=[O:24])=[CH:19][CH:18]=2)[CH:7]=1.[Cl-].[NH4+]. Given the product [Cl:5][C:6]1[CH:15]=[CH:14][C:9]([O:10][CH2:11][C:12]2[NH:13][N:3]=[N:2][N:1]=2)=[C:8]([S:16][C:17]2[CH:22]=[CH:21][C:20]([S:23]([CH3:26])(=[O:24])=[O:25])=[CH:19][CH:18]=2)[CH:7]=1, predict the reactants needed to synthesize it. (4) Given the product [F:14][C:2]([F:1])([F:13])[O:3][C:4]1[CH:5]=[C:6]([S:10]([C:17]2[CH:25]=[CH:24][C:23]3[N:22]([CH3:26])[C:21]4[CH2:27][CH:28]5[NH:32][CH:31]([C:20]=4[C:19]=3[C:18]=2[C:33]([O:35][C:36]([CH3:39])([CH3:38])[CH3:37])=[O:34])[CH2:30][CH2:29]5)(=[O:12])=[O:11])[CH:7]=[CH:8][CH:9]=1, predict the reactants needed to synthesize it. The reactants are: [F:1][C:2]([F:14])([F:13])[O:3][C:4]1[CH:5]=[C:6]([S:10]([O-:12])=[O:11])[CH:7]=[CH:8][CH:9]=1.[Na+].Br[C:17]1[CH:25]=[CH:24][C:23]2[N:22]([CH3:26])[C:21]3[CH2:27][CH:28]4[NH:32][CH:31]([C:20]=3[C:19]=2[C:18]=1[C:33]([O:35][C:36]([CH3:39])([CH3:38])[CH3:37])=[O:34])[CH2:30][CH2:29]4. (5) Given the product [CH3:1][O:2][C:3](=[O:34])[CH2:4][CH2:5][CH2:6][CH2:7][CH2:8][O:9][C:10]1[CH:11]=[CH:12][C:13]2[N:17]=[C:16]([S:18]([CH2:19][C:20]3[CH:25]=[CH:24][CH:23]=[CH:22][CH:21]=3)=[O:43])[N:15]([C:26]3[CH:27]=[CH:28][C:29]([CH3:32])=[CH:30][CH:31]=3)[C:14]=2[CH:33]=1, predict the reactants needed to synthesize it. The reactants are: [CH3:1][O:2][C:3](=[O:34])[CH2:4][CH2:5][CH2:6][CH2:7][CH2:8][O:9][C:10]1[CH:11]=[CH:12][C:13]2[N:17]=[C:16]([S:18][CH2:19][C:20]3[CH:25]=[CH:24][CH:23]=[CH:22][CH:21]=3)[N:15]([C:26]3[CH:31]=[CH:30][C:29]([CH3:32])=[CH:28][CH:27]=3)[C:14]=2[CH:33]=1.ClC1C=CC=C(C(OO)=[O:43])C=1.S(OS([O-])=O)([O-])=O.[Na+].[Na+]. (6) Given the product [C:17]([CH2:20][CH2:21][CH2:22][CH2:23][CH2:24][N+:25]1[CH:30]=[C:29]([S:31]([O-:34])(=[O:33])=[O:32])[CH:28]=[CH:27][C:26]=1/[CH:35]=[CH:11]/[C:9]1[O:10][C:6]2[CH:5]=[C:4]([N:3]([CH2:1][CH3:2])[CH2:15][CH3:16])[CH:14]=[CH:13][C:7]=2[CH:8]=1)([OH:19])=[O:18].[CH3:36][N+:37]([CH2:40][C:41]([OH:43])=[O:42])([CH3:39])[CH3:38], predict the reactants needed to synthesize it. The reactants are: [CH2:1]([N:3]([CH2:15][CH3:16])[C:4]1[CH:14]=[CH:13][C:7]2[CH:8]=[C:9]([CH:11]=O)[O:10][C:6]=2[CH:5]=1)[CH3:2].[C:17]([CH2:20][CH2:21][CH2:22][CH2:23][CH2:24][N+:25]1[CH:30]=[C:29]([S:31]([O-:34])(=[O:33])=[O:32])[CH:28]=[CH:27][C:26]=1[CH3:35])([OH:19])=[O:18].[CH3:36][N+:37]([CH2:40][C:41]([OH:43])=[O:42])([CH3:39])[CH3:38]. (7) Given the product [F:12][C:9]1[CH:10]=[C:11]2[C:6](=[CH:7][CH:8]=1)[N:5]=[C:4](/[CH:13]=[CH:14]/[C:15]1[O:16][C:17]([N+:20]([O-:22])=[O:21])=[CH:18][CH:19]=1)[N:3]=[C:2]2[NH:23][C:24]1[CH:29]=[CH:28][C:27]([OH:30])=[CH:26][CH:25]=1, predict the reactants needed to synthesize it. The reactants are: Cl[C:2]1[C:11]2[C:6](=[CH:7][CH:8]=[C:9]([F:12])[CH:10]=2)[N:5]=[C:4]([CH:13]=[CH:14][C:15]2[O:16][C:17]([N+:20]([O-:22])=[O:21])=[CH:18][CH:19]=2)[N:3]=1.[NH2:23][C:24]1[CH:29]=[CH:28][C:27]([OH:30])=[CH:26][CH:25]=1.O. (8) Given the product [CH3:32][C:15]([CH2:16][CH2:17][CH:18]=[C:19]([CH3:31])[CH2:20][CH2:21][CH:22]=[C:23]([CH3:30])[CH2:24][CH2:25][CH:26]=[C:27]([CH3:28])[CH3:29])=[CH:14][CH2:13][CH2:12][CH2:11][O:10][CH2:41][C:36]([CH2:39][OH:40])([CH2:37][OH:38])[CH2:35][OH:34], predict the reactants needed to synthesize it. The reactants are: C1(C)C=CC(S([O:10][CH2:11][CH2:12][CH2:13][CH:14]=[C:15]([CH3:32])[CH2:16][CH2:17][CH:18]=[C:19]([CH3:31])[CH2:20][CH2:21][CH:22]=[C:23]([CH3:30])[CH2:24][CH2:25][CH:26]=[C:27]([CH3:29])[CH3:28])(=O)=O)=CC=1.[OH:34][CH2:35][C:36]([CH2:41]O)([CH2:39][OH:40])[CH2:37][OH:38].OCC(CO)O. (9) The reactants are: [S:1]1[C:9]2[CH:8]=[CH:7][N:6]=[CH:5][C:4]=2[CH:3]=[CH:2]1.C([Li])CCC.CN(OC)[C:17](=[O:19])[CH3:18]. Given the product [S:1]1[C:9]2[CH:8]=[CH:7][N:6]=[CH:5][C:4]=2[CH:3]=[C:2]1[C:17](=[O:19])[CH3:18], predict the reactants needed to synthesize it.